Dataset: Forward reaction prediction with 1.9M reactions from USPTO patents (1976-2016). Task: Predict the product of the given reaction. Given the reactants [F:1][C:2]([F:26])([F:25])[O:3][C:4]1[CH:9]=[CH:8][C:7]([N:10]2[CH:14]=[N:13][C:12]([C:15]3[CH:16]=[C:17]([CH2:21][CH2:22][CH2:23][NH2:24])[CH:18]=[CH:19][CH:20]=3)=[N:11]2)=[CH:6][CH:5]=1.[CH:27]([C:30]1[CH:35]=[CH:34][C:33]([CH3:36])=[CH:32][C:31]=1[NH:37][C:38]([NH2:40])=[S:39])([CH3:29])[CH3:28].[C:41]([O-])(=[O:43])C.[Na+], predict the reaction product. The product is: [CH:27]([C:30]1[CH:35]=[CH:34][C:33]([CH3:36])=[CH:32][C:31]=1[NH:37][C:38]([NH:40][C:41]([NH:24][CH2:23][CH2:22][CH2:21][C:17]1[CH:18]=[CH:19][CH:20]=[C:15]([C:12]2[N:13]=[CH:14][N:10]([C:7]3[CH:6]=[CH:5][C:4]([O:3][C:2]([F:1])([F:25])[F:26])=[CH:9][CH:8]=3)[N:11]=2)[CH:16]=1)=[O:43])=[S:39])([CH3:29])[CH3:28].